From a dataset of Forward reaction prediction with 1.9M reactions from USPTO patents (1976-2016). Predict the product of the given reaction. (1) Given the reactants B(Cl)(Cl)[Cl:2].[CH3:5][O:6][C:7]1[CH:8]=[CH:9][C:10]2[C:14]([C:15](=[O:31])[C:16]3[CH:21]=[CH:20][C:19]([O:22][CH2:23][CH2:24][N:25]4[CH2:30][CH2:29][CH2:28][CH2:27][CH2:26]4)=[CH:18][CH:17]=3)=[C:13]([C:32]3[CH:37]=[CH:36][C:35]([O:38][CH3:39])=[CH:34][CH:33]=3)[S:12][C:11]=2[CH:40]=1, predict the reaction product. The product is: [ClH:2].[CH3:5][O:6][C:7]1[CH:8]=[CH:9][C:10]2[C:14]([C:15](=[O:31])[C:16]3[CH:17]=[CH:18][C:19]([O:22][CH2:23][CH2:24][N:25]4[CH2:26][CH2:27][CH2:28][CH2:29][CH2:30]4)=[CH:20][CH:21]=3)=[C:13]([C:32]3[CH:37]=[CH:36][C:35]([O:38][CH3:39])=[CH:34][CH:33]=3)[S:12][C:11]=2[CH:40]=1. (2) The product is: [O:10]([C:8]1[C:7]2[CH:11]=[CH:12][CH:13]=[CH:14][C:6]=2[O:5][CH:4]=1)[C:15]([CH3:16])=[O:17]. Given the reactants C([CH2:4][O:5][C:6]1[CH:14]=[CH:13][CH:12]=[CH:11][C:7]=1[C:8]([OH:10])=O)(O)=O.[C:15]([O-])(=[O:17])[CH3:16].[Na+].O, predict the reaction product. (3) Given the reactants [F:1][C:2]1[CH:3]=[C:4]2[C:8](=[CH:9][CH:10]=1)[NH:7][C:6](=[O:11])[C:5]2=[N:12][N:13]=[CH:14][C:15]1[CH:31]=[CH:30][C:18]([C:19]([NH:21][CH2:22][CH2:23][CH2:24][CH2:25][CH2:26][C:27](O)=[O:28])=[O:20])=[CH:17][CH:16]=1.C(N(CC)CC)C.ClC(OCC)=O.[NH2:45][OH:46], predict the reaction product. The product is: [F:1][C:2]1[CH:3]=[C:4]2[C:8](=[CH:9][CH:10]=1)[NH:7][C:6](=[O:11])[C:5]2=[N:12][N:13]=[CH:14][C:15]1[CH:31]=[CH:30][C:18]([C:19]([NH:21][CH2:22][CH2:23][CH2:24][CH2:25][CH2:26][C:27]([NH:45][OH:46])=[O:28])=[O:20])=[CH:17][CH:16]=1. (4) Given the reactants [C:1]([N:4]1[C:13]2[CH:12]=[CH:11][C:10]([N+:14]([O-])=O)=[CH:9][C:8]=2[C:7]2[N:17]([C:25]3[CH:30]=[CH:29][C:28]([F:31])=[CH:27][CH:26]=3)[N:18]=[C:19]([C:20]([O:22][CH2:23][CH3:24])=[O:21])[C:6]=2[CH2:5]1)(=[O:3])[CH3:2], predict the reaction product. The product is: [C:1]([N:4]1[C:13]2[CH:12]=[CH:11][C:10]([NH2:14])=[CH:9][C:8]=2[C:7]2[N:17]([C:25]3[CH:26]=[CH:27][C:28]([F:31])=[CH:29][CH:30]=3)[N:18]=[C:19]([C:20]([O:22][CH2:23][CH3:24])=[O:21])[C:6]=2[CH2:5]1)(=[O:3])[CH3:2]. (5) Given the reactants [Cl:1][C:2]1[C:10]([Cl:11])=[C:9]([F:12])[CH:8]=[CH:7][C:3]=1[C:4]([OH:6])=O.FC1C(C(F)(F)F)=CC=CC=1C(O)=O.[CH3:27][CH:28]1[C:33]2[N:34]=[CH:35][N:36]=[C:37]([C:38]3[N:42](C4CCCCO4)[N:41]=[CH:40][CH:39]=3)[C:32]=2[CH2:31][CH2:30][NH:29]1, predict the reaction product. The product is: [Cl:1][C:2]1[C:10]([Cl:11])=[C:9]([F:12])[CH:8]=[CH:7][C:3]=1[C:4]([N:29]1[CH2:30][CH2:31][C:32]2[C:37]([C:38]3[NH:42][N:41]=[CH:40][CH:39]=3)=[N:36][CH:35]=[N:34][C:33]=2[CH:28]1[CH3:27])=[O:6].